Dataset: Reaction yield outcomes from USPTO patents with 853,638 reactions. Task: Predict the reaction yield, written as a fraction of the theoretical maximum amount of product (1.0 means a 100% yield; for example, 0.34 means a 34% yield). (1) The reactants are Cl.[OH:2][CH2:3][C:4]([CH3:20])([CH3:19])[CH2:5][CH2:6][CH2:7][CH2:8][NH:9][CH2:10][CH2:11][CH2:12][CH2:13][C:14]([CH3:18])([CH3:17])[CH2:15][OH:16]. The catalyst is [OH-].[Na+].ClCCl. The product is [OH:16][CH2:15][C:14]([CH3:18])([CH3:17])[CH2:13][CH2:12][CH2:11][CH2:10][NH:9][CH2:8][CH2:7][CH2:6][CH2:5][C:4]([CH3:20])([CH3:19])[CH2:3][OH:2]. The yield is 0.820. (2) The reactants are [I:1][CH2:2][CH2:3][CH2:4][CH2:5][CH2:6][CH2:7][CH2:8][CH2:9]I.[N:11]1[CH:16]=[CH:15][CH:14]=[CH:13][CH:12]=1. No catalyst specified. The product is [I-:1].[I-:1].[CH2:2]([N+:11]1[CH:16]=[CH:15][CH:14]=[CH:13][CH:12]=1)[CH2:3][CH2:4][CH2:5][CH2:6][CH2:7][CH2:8][CH2:9][N+:11]1[CH:16]=[CH:15][CH:14]=[CH:13][CH:12]=1. The yield is 0.930. (3) The reactants are [S:1]1[C:9]2[C:4](=[N:5][CH:6]=[CH:7][C:8]=2O)[CH:3]=[CH:2]1.S(Cl)([Cl:13])=O.CN(C=O)C. The catalyst is C(OCC)(=O)C.C(=O)([O-])O.[Na+]. The product is [Cl:13][C:8]1[CH:7]=[CH:6][N:5]=[C:4]2[CH:3]=[CH:2][S:1][C:9]=12. The yield is 0.500. (4) The reactants are [CH3:1][C:2]1[C:7]2[CH2:8][O:9][C:10](=[O:11])[C:6]=2[C:5]([OH:12])=[C:4]([CH2:13]/[CH:14]=[C:15](/[CH2:17][CH2:18][C:19]([O:21][CH3:22])=[O:20])\[CH3:16])[C:3]=1[O:23][CH3:24].C[Si]([N-][Si](C)(C)C)(C)C.[Na+].[Br:35][CH2:36][CH:37]=[CH:38][CH2:39]Br. The catalyst is C1COCC1. The product is [CH3:22][O:21][C:19](=[O:20])[CH:18]([CH2:39][CH:38]=[CH:37][CH2:36][Br:35])[CH2:17][C:15]([CH3:16])=[CH:14][CH2:13][C:4]1[C:5]([OH:12])=[C:6]2[C:7](=[C:2]([CH3:1])[C:3]=1[O:23][CH3:24])[CH2:8][O:9][C:10]2=[O:11]. The yield is 0.780. (5) The reactants are [F:1][C@@H:2]1[C@H:7]([OH:8])[CH2:6][CH2:5][N:4]([C:9]2[N:14]=[C:13]([NH:15][C:16]3[N:21]=[CH:20][C:19]4[N:22]=[C:23]([C@H:31]([O:33]C5CCCCO5)[CH3:32])[N:24]([C@@H:25]([CH3:30])[C:26]([F:29])([F:28])[F:27])[C:18]=4[CH:17]=3)[CH:12]=[CH:11][N:10]=2)[CH2:3]1. The catalyst is Cl.CO.C(=O)(O)[O-].[Na+]. The product is [F:1][C@@H:2]1[C@H:7]([OH:8])[CH2:6][CH2:5][N:4]([C:9]2[N:14]=[C:13]([NH:15][C:16]3[N:21]=[CH:20][C:19]4[N:22]=[C:23]([C@H:31]([OH:33])[CH3:32])[N:24]([C@@H:25]([CH3:30])[C:26]([F:29])([F:28])[F:27])[C:18]=4[CH:17]=3)[CH:12]=[CH:11][N:10]=2)[CH2:3]1. The yield is 0.390. (6) The reactants are [Br:1][C:2]1[C:3]([CH3:12])=[C:4]([CH:7]=[C:8]([CH3:11])[C:9]=1[CH3:10])C=O.O.C1(C)C=CC(S(O)(=O)=[O:21])=CC=1.OO.S([O-])([O-])=O.[Na+].[Na+]. The catalyst is C1COCC1.CO. The product is [Br:1][C:2]1[C:3]([CH3:12])=[C:4]([OH:21])[CH:7]=[C:8]([CH3:11])[C:9]=1[CH3:10]. The yield is 0.300.